This data is from Reaction yield outcomes from USPTO patents with 853,638 reactions. The task is: Predict the reaction yield, written as a fraction of the theoretical maximum amount of product (1.0 means a 100% yield; for example, 0.34 means a 34% yield). The reactants are CO[C:3]([C@H:5]1[C@H:10]([CH3:11])[O:9][C@@H:8]([CH3:12])[CH2:7][N:6]1[S:13][C:14]1[CH:19]=[CH:18][C:17]([O:20][CH2:21][C:22]2[CH:27]=[CH:26][CH:25]=[CH:24][C:23]=2[CH3:28])=[CH:16][CH:15]=1)=[O:4].O.[OH-].[Li+].Cl.[Cl-].[Na+].Cl.C([NH:39]O)C=C.[OH:41][C:42]1C2N=NNC=2C=[CH:44][CH:43]=1.C(N(C(C)C)CC)(C)C.CN(C)CCCN=C=NCC. The catalyst is O.O1CCCC1.CO.ClCCl.C(OCC)(=O)C. The product is [CH2:42]([O:41][NH:39][C:3]([C@H:5]1[C@H:10]([CH3:11])[O:9][C@@H:8]([CH3:12])[CH2:7][N:6]1[S:13][C:14]1[CH:15]=[CH:16][C:17]([O:20][CH2:21][C:22]2[CH:27]=[CH:26][CH:25]=[CH:24][C:23]=2[CH3:28])=[CH:18][CH:19]=1)=[O:4])[CH:43]=[CH2:44]. The yield is 0.500.